The task is: Predict the reaction yield, written as a fraction of the theoretical maximum amount of product (1.0 means a 100% yield; for example, 0.34 means a 34% yield).. This data is from Reaction yield outcomes from USPTO patents with 853,638 reactions. (1) The reactants are [CH3:1][CH:2]1[NH:7][CH2:6][CH2:5][N:4]([C:8]([O:10][C:11]([CH3:14])([CH3:13])[CH3:12])=[O:9])[CH2:3]1.[C:15]1([C:21]2[CH:28]=[CH:27][C:24]([CH:25]=O)=[CH:23][CH:22]=2)[CH:20]=[CH:19][CH:18]=[CH:17][CH:16]=1.C(O[BH-](OC(=O)C)OC(=O)C)(=O)C.[Na+].ClCCCl. The catalyst is ClCCl. The product is [CH3:1][CH:2]1[N:7]([CH2:25][C:24]2[CH:27]=[CH:28][C:21]([C:15]3[CH:16]=[CH:17][CH:18]=[CH:19][CH:20]=3)=[CH:22][CH:23]=2)[CH2:6][CH2:5][N:4]([C:8]([O:10][C:11]([CH3:13])([CH3:12])[CH3:14])=[O:9])[CH2:3]1. The yield is 0.930. (2) The reactants are [C:1]([O:4][CH2:5][C:6]1[N:7]([C:23]2[CH:28]=[CH:27][CH:26]=[C:25]([C:29]([NH2:31])=[O:30])[CH:24]=2)[C:8](=[O:22])[CH:9]=[C:10]([O:12][CH2:13][C:14]2[CH:19]=[CH:18][C:17]([F:20])=[CH:16][C:15]=2[F:21])[CH:11]=1)(=[O:3])[CH3:2].[Cl:32]N1C(=O)CCC1=O.ClC(Cl)C(O)=O. The catalyst is ClCCl.C(OCC)C. The product is [C:1]([O:4][CH2:5][C:6]1[N:7]([C:23]2[CH:28]=[CH:27][CH:26]=[C:25]([C:29]([NH2:31])=[O:30])[CH:24]=2)[C:8](=[O:22])[C:9]([Cl:32])=[C:10]([O:12][CH2:13][C:14]2[CH:19]=[CH:18][C:17]([F:20])=[CH:16][C:15]=2[F:21])[CH:11]=1)(=[O:3])[CH3:2]. The yield is 0.850. (3) The reactants are [N:1]1[C:2]([CH2:10][OH:11])=[CH:3][N:4]2[CH:9]=[CH:8][CH:7]=[CH:6][C:5]=12.O. The catalyst is CCO.[O-2].[Mn+4].[O-2]. The product is [N:1]1[C:2]([CH:10]=[O:11])=[CH:3][N:4]2[CH:9]=[CH:8][CH:7]=[CH:6][C:5]=12. The yield is 0.150. (4) The reactants are [CH:1]([C:3]1[CH:18]=[CH:17][C:6]([C:7]([O:9][CH2:10][C:11]2[CH:16]=[CH:15][CH:14]=[CH:13][CH:12]=2)=[O:8])=[CH:5][CH:4]=1)=O.Cl.[NH2:20][CH2:21][C:22]1[CH:31]=[CH:30][C:25]([C:26]([O:28][CH3:29])=[O:27])=[CH:24][CH:23]=1.C(O[BH-](OC(=O)C)OC(=O)C)(=O)C.[Na+]. The catalyst is C1(C)C=CC=CC=1.C(OCC)(=O)C. The product is [NH:20]([CH2:21][C:22]1[CH:23]=[CH:24][C:25]([C:26]([O:28][CH3:29])=[O:27])=[CH:30][CH:31]=1)[CH2:1][C:3]1[CH:18]=[CH:17][C:6]([C:7]([O:9][CH2:10][C:11]2[CH:16]=[CH:15][CH:14]=[CH:13][CH:12]=2)=[O:8])=[CH:5][CH:4]=1. The yield is 0.540. (5) The reactants are [CH3:1][N:2]([CH2:26][CH2:27][NH:28]C(=O)OC(C)(C)C)[C:3](=[O:25])[CH2:4][CH2:5]/[CH:6]=[CH:7]\[CH2:8]/[CH:9]=[CH:10]\[CH2:11]/[CH:12]=[CH:13]\[CH2:14]/[CH:15]=[CH:16]\[CH2:17]/[CH:18]=[CH:19]\[CH2:20]/[CH:21]=[CH:22]\[CH2:23][CH3:24].C(O)(C(F)(F)F)=O.C([O-])([O-])=O.[Na+].[Na+]. The catalyst is ClCCl. The product is [NH2:28][CH2:27][CH2:26][N:2]([CH3:1])[C:3](=[O:25])[CH2:4][CH2:5]/[CH:6]=[CH:7]\[CH2:8]/[CH:9]=[CH:10]\[CH2:11]/[CH:12]=[CH:13]\[CH2:14]/[CH:15]=[CH:16]\[CH2:17]/[CH:18]=[CH:19]\[CH2:20]/[CH:21]=[CH:22]\[CH2:23][CH3:24]. The yield is 0.970. (6) The reactants are [C:1]([O:5][C:6](=[O:26])[N:7]([CH3:25])[C@H:8]([C:10](=[O:24])[NH:11][C@@H:12]1[C:18](=[O:19])[NH:17][C:16]2[CH:20]=[CH:21][CH:22]=[CH:23][C:15]=2[CH2:14][CH2:13]1)[CH3:9])([CH3:4])([CH3:3])[CH3:2].Br[CH2:28][C:29]1[CH:34]=[C:33]([F:35])[CH:32]=[CH:31][C:30]=1[O:36][CH3:37].C([O-])([O-])=O.[Cs+].[Cs+]. The catalyst is CN(C=O)C. The product is [C:1]([O:5][C:6](=[O:26])[N:7]([C@H:8]([C:10](=[O:24])[NH:11][C@@H:12]1[C:18](=[O:19])[N:17]([CH2:28][C:29]2[CH:34]=[C:33]([F:35])[CH:32]=[CH:31][C:30]=2[O:36][CH3:37])[C:16]2[CH:20]=[CH:21][CH:22]=[CH:23][C:15]=2[CH2:14][CH2:13]1)[CH3:9])[CH3:25])([CH3:4])([CH3:2])[CH3:3]. The yield is 0.770. (7) The reactants are [OH:1][C@H:2]1[CH2:24][CH2:23][C@@:22]2([CH3:25])[C:4](=[CH:5][CH2:6][C@@H:7]3[C@@H:21]2[CH2:20][C@@H:19]([OH:26])[C@@:18]2([CH3:27])[C@:8]3([OH:28])[CH2:9][CH2:10][C@@H:11]2[C:12]2(OCCO2)[CH3:13])[CH2:3]1. The catalyst is C(O)(=O)C. The product is [OH:1][C@H:2]1[CH2:24][CH2:23][C@@:22]2([CH3:25])[C:4](=[CH:5][CH2:6][C@@H:7]3[C@@H:21]2[CH2:20][C@@H:19]([OH:26])[C@@:18]2([CH3:27])[C@:8]3([OH:28])[CH2:9][CH2:10][C@@H:11]2[CH2:12][CH3:13])[CH2:3]1. The yield is 0.890.